This data is from Forward reaction prediction with 1.9M reactions from USPTO patents (1976-2016). The task is: Predict the product of the given reaction. (1) Given the reactants [C:1]([NH:4][C:5]1[N:10]2[C:11]3[N:18]=[CH:17][CH:16]=[CH:15][C:12]=3[C:13](I)=[C:9]2[CH:8]=[CH:7][N:6]=1)(=[O:3])[CH3:2].[CH3:19][S:20][C:21]1[N:26]=[C:25]([Sn](C)(C)C)[CH:24]=[CH:23][N:22]=1.C1C=CC(P(C2C=CC=CC=2)C2C=CC=CC=2)=CC=1.[Li+].[Cl-], predict the reaction product. The product is: [C:1]([NH:4][C:5]1[N:10]2[C:11]3[N:18]=[CH:17][CH:16]=[CH:15][C:12]=3[C:13]([C:23]3[CH:24]=[CH:25][N:26]=[C:21]([S:20][CH3:19])[N:22]=3)=[C:9]2[CH:8]=[CH:7][N:6]=1)(=[O:3])[CH3:2]. (2) Given the reactants Cl[C:2]1[N:7]=[C:6]([O:8][C:9]2[CH:25]=[CH:24][CH:23]=[CH:22][C:10]=2[CH2:11][NH:12][C:13]([NH:15][C:16]2[O:17][CH:18]=[C:19]([CH3:21])[N:20]=2)=[O:14])[CH:5]=[CH:4][N:3]=1.[NH:26]1[CH2:31][CH2:30][O:29][CH2:28][CH2:27]1, predict the reaction product. The product is: [O:29]1[CH2:30][CH2:31][N:26]([C:2]2[N:7]=[C:6]([O:8][C:9]3[CH:25]=[CH:24][CH:23]=[CH:22][C:10]=3[CH2:11][NH:12][C:13]([NH:15][C:16]3[O:17][CH:18]=[C:19]([CH3:21])[N:20]=3)=[O:14])[CH:5]=[CH:4][N:3]=2)[CH2:27][CH2:28]1.